The task is: Regression/Classification. Given a drug SMILES string, predict its absorption, distribution, metabolism, or excretion properties. Task type varies by dataset: regression for continuous measurements (e.g., permeability, clearance, half-life) or binary classification for categorical outcomes (e.g., BBB penetration, CYP inhibition). For this dataset (b3db_regression), we predict Y.. This data is from Blood-brain barrier permeability regression values from the B3DB database. (1) The compound is CC1=NC(=NC2=CC(=C(C=C12)OC)OC)N3CCN(CC3)C(=O)C4=CC=CO4. The Y is -0.660 log(BB ratio). (2) The drug is CC1=C(N=CN1)CSCCNC(=NC)NC#N. The Y is -1.40 log(BB ratio). (3) The drug is C1C(=O)NC2=C(C(=CC=C2)Cl)C(=N1)C3=CC=CC=C3. The Y is 0.500 log(BB ratio). (4) The drug is CC1CCCCC1. The Y is 0.960 log(BB ratio). (5) The drug is COC(=O)C(C1CCCCN1)C2=CC=CC=C2. The Y is 0.880 log(BB ratio). (6) The molecule is CC1=CC2=CC=CC=C2N1CCNC(=O)/C=C/C3=CC(=C(C=C3)OCCO)OCCO. The Y is -1.00 log(BB ratio). (7) The drug is CN1CCC23[C@@H]4C1CC5=C2C(=C(C=C5)OC)O[C@H]3[C@H](C=C4)O. The Y is 0.550 log(BB ratio). (8) The compound is CN(C)CC1=CC=C(O1)CSCCNC2=C(C=CN2)[N+](=O)[O-]. The Y is -1.12 log(BB ratio). (9) The compound is CN1CCN(CC1)CC2=CC=C(C=C2)NC3=NC=C(C(=N3)NC4=CC=CC=C4S(=O)(=O)N(C)C)Cl. The Y is -0.800 log(BB ratio).